Dataset: Forward reaction prediction with 1.9M reactions from USPTO patents (1976-2016). Task: Predict the product of the given reaction. (1) Given the reactants [N:1]1[CH:6]=[C:5]([CH2:7][N:8]([CH3:12])[CH2:9][CH2:10][NH2:11])[CH:4]=[C:3]([C:13]2[CH:14]=[N:15][CH:16]=[CH:17][CH:18]=2)[CH:2]=1.C(#N)C.[CH3:22][N:23]([CH3:78])[C@H:24]1[CH2:75][C@@H:74]([CH3:76])[O:73][CH:26]([O:27][C@@H:28]2[C@@H:44]([CH3:45])[C:43](=[O:46])[C@@H:42]([CH3:47])[C:41](=[O:48])[O:40][C@H:39]([CH2:49][CH3:50])[C@:38]3([CH2:51][CH3:52])[C@H:34](N(CCCCN4C5C(=NC=CC=5)N=C4)[C:36](=[O:53])[O:37]3)[C@@H:33]([CH3:67])[C:32](=[O:68])[C@H:31]([CH3:69])[CH2:30][C@@:29]2([O:71][CH3:72])[CH3:70])[C@@H:25]1[OH:77], predict the reaction product. The product is: [CH3:78][N:23]([CH3:22])[C@H:24]1[CH2:75][C@@H:74]([CH3:76])[O:73][CH:26]([O:27][C@@H:28]2[C@@H:44]([CH3:45])[C:43](=[O:46])[C@@H:42]([CH3:47])[C:41](=[O:48])[O:40][C@H:39]([CH2:49][CH3:50])[C@:38]3([CH2:51][CH3:52])[C@H:34]([N:11]([CH2:10][CH2:9][N:8]([CH2:7][C:5]4[CH:4]=[C:3]([C:13]5[CH:14]=[N:15][CH:16]=[CH:17][CH:18]=5)[CH:2]=[N:1][CH:6]=4)[CH3:12])[C:36](=[O:53])[O:37]3)[C@@H:33]([CH3:67])[C:32](=[O:68])[C@H:31]([CH3:69])[CH2:30][C@@:29]2([O:71][CH3:72])[CH3:70])[C@@H:25]1[OH:77]. (2) Given the reactants [CH3:1][O:2][C:3]([C:5]1[C:15]2[O:14][C:13]3[C:16]([CH:23]=[O:24])=[C:17]([O:21][CH3:22])[CH:18]=[C:19]([CH3:20])[C:12]=3[C:11](=[O:25])[O:10][C:9]=2[C:8]([CH3:26])=[C:7]([O:27][CH3:28])[CH:6]=1)=[O:4].Cl.O1CC[CH2:32][CH2:31]1, predict the reaction product. The product is: [CH3:1][O:2][C:3]([C:5]1[C:15]2[O:14][C:13]3[C:16]([CH:23]([OH:24])[CH2:31][CH3:32])=[C:17]([O:21][CH3:22])[CH:18]=[C:19]([CH3:20])[C:12]=3[C:11](=[O:25])[O:10][C:9]=2[C:8]([CH3:26])=[C:7]([O:27][CH3:28])[CH:6]=1)=[O:4]. (3) Given the reactants [CH3:1][S:2]([C:5]1([C:9]#[N:10])[CH2:8][CH2:7][CH2:6]1)(=[O:4])=[O:3].C([Li])CCC.[Br:16][C:17]1[CH:18]=[C:19](/[C:24](=[N:26]/[S@@:27]([C:29]([CH3:32])([CH3:31])[CH3:30])=[O:28])/[CH3:25])[C:20]([F:23])=[N:21][CH:22]=1.C[Al](C)C, predict the reaction product. The product is: [Br:16][C:17]1[CH:18]=[C:19]([C@:24]([NH:26][S:27]([C:29]([CH3:30])([CH3:32])[CH3:31])=[O:28])([CH3:25])[CH2:1][S:2]([C:5]2([C:9]#[N:10])[CH2:8][CH2:7][CH2:6]2)(=[O:4])=[O:3])[C:20]([F:23])=[N:21][CH:22]=1. (4) Given the reactants [NH:1]1[CH2:6][CH2:5][O:4][CH2:3][CH2:2]1.F[C:8]1[CH:15]=[CH:14][C:11]([CH:12]=[O:13])=[C:10]([C:16]([F:19])([F:18])[F:17])[CH:9]=1, predict the reaction product. The product is: [N:1]1([C:8]2[CH:15]=[CH:14][C:11]([CH:12]=[O:13])=[C:10]([C:16]([F:17])([F:19])[F:18])[CH:9]=2)[CH2:6][CH2:5][O:4][CH2:3][CH2:2]1. (5) Given the reactants [Cl:1][C:2]1[CH:40]=[CH:39][C:5]2[N:6](CC3C=CC(OC)=CC=3)[C:7](=[O:29])[CH:8]([CH2:21][C:22]3[CH:27]=[CH:26][CH:25]=[CH:24][C:23]=3[Cl:28])[N:9]=[C:10]([C:11]3[CH:12]=[CH:13][C:14]([NH:17][C:18](=[O:20])[CH3:19])=[N:15][CH:16]=3)[C:4]=2[CH:3]=1.[Al+3].[Cl-].[Cl-].[Cl-].C(OCC)(=O)C, predict the reaction product. The product is: [Cl:1][C:2]1[CH:40]=[CH:39][C:5]2[NH:6][C:7](=[O:29])[CH:8]([CH2:21][C:22]3[CH:27]=[CH:26][CH:25]=[CH:24][C:23]=3[Cl:28])[N:9]=[C:10]([C:11]3[CH:12]=[CH:13][C:14]([NH:17][C:18](=[O:20])[CH3:19])=[N:15][CH:16]=3)[C:4]=2[CH:3]=1. (6) Given the reactants [CH:1]1([S:4]([N:7]2[C:11]3=[CH:12][C:13]4[O:17][CH:16]=[N:15][C:14]=4[C:18]([F:19])=[C:10]3[N:9]([C:20]3[CH:25]=[CH:24][C:23]([I:26])=[CH:22][C:21]=3[F:27])C2=O)(=[O:6])=[O:5])[CH2:3][CH2:2]1.C[Si](C)(C)[O-].[K+], predict the reaction product. The product is: [F:19][C:18]1[C:14]2[N:15]=[CH:16][O:17][C:13]=2[CH:12]=[C:11]([NH:7][S:4]([CH:1]2[CH2:2][CH2:3]2)(=[O:5])=[O:6])[C:10]=1[NH:9][C:20]1[CH:25]=[CH:24][C:23]([I:26])=[CH:22][C:21]=1[F:27]. (7) Given the reactants [Br:1][C:2]1[CH:3]=[CH:4][C:5](=[O:11])[N:6]([CH2:8][CH2:9][OH:10])[CH:7]=1.[H-].[Na+].Cl[C:15]1[C:24]2[C:19](=[CH:20][C:21]([O:25][CH3:26])=[CH:22][CH:23]=2)[N:18]=[CH:17][CH:16]=1, predict the reaction product. The product is: [Br:1][C:2]1[CH:3]=[CH:4][C:5](=[O:11])[N:6]([CH2:8][CH2:9][O:10][C:15]2[C:24]3[C:19](=[CH:20][C:21]([O:25][CH3:26])=[CH:22][CH:23]=3)[N:18]=[CH:17][CH:16]=2)[CH:7]=1.